This data is from CYP3A4 inhibition data for predicting drug metabolism from PubChem BioAssay. The task is: Regression/Classification. Given a drug SMILES string, predict its absorption, distribution, metabolism, or excretion properties. Task type varies by dataset: regression for continuous measurements (e.g., permeability, clearance, half-life) or binary classification for categorical outcomes (e.g., BBB penetration, CYP inhibition). Dataset: cyp3a4_veith. (1) The drug is CC(=O)c1cc2c(cc1NC(=O)c1c(-c3ccccc3)noc1C)OCO2. The result is 1 (inhibitor). (2) The molecule is Cc1nc2cnc(N3CCNCC3)nc2n(C2CC2)c1=O. The result is 0 (non-inhibitor). (3) The molecule is CCNc1nc(NCC)nc(C(=O)Nc2ccccc2)n1. The result is 0 (non-inhibitor). (4) The drug is O=C(Oc1ccccc1)N1CCC[C@@]2(CCN(Cc3cc(C(F)(F)F)cc(C(F)(F)F)c3)C2)C1. The result is 1 (inhibitor). (5) The compound is O=C(Nc1ccccc1)N1CCCC2(CCN(C(=O)c3cc(C(F)(F)F)cc(C(F)(F)F)c3)CC2)C1. The result is 1 (inhibitor). (6) The compound is Cc1cc([N+](=O)[O-])nn1Cc1ccccc1F. The result is 0 (non-inhibitor). (7) The compound is COc1ccc(C(=O)N2CCC[C@@]3(CCN(C)C3)C2)cc1. The result is 1 (inhibitor). (8) The drug is CN1CCN(c2ncnc3ccc(-c4ccoc4)cc23)CC1. The result is 1 (inhibitor). (9) The compound is Cc1ncsc1CCCl. The result is 0 (non-inhibitor).